From a dataset of Full USPTO retrosynthesis dataset with 1.9M reactions from patents (1976-2016). Predict the reactants needed to synthesize the given product. (1) Given the product [Cl:1][C:2]1[CH:24]=[CH:23][C:5]([CH2:6][N:7]2[C:16](=[O:17])[C:15]3[C:10](=[N:11][C:12]4[CH2:21][CH2:20][CH2:19][CH2:18][C:13]=4[N:14]=3)[N:9]([CH2:31][CH2:32][CH3:33])[C:8]2=[O:22])=[CH:4][CH:3]=1, predict the reactants needed to synthesize it. The reactants are: [Cl:1][C:2]1[CH:24]=[CH:23][C:5]([CH2:6][N:7]2[C:16](=[O:17])[C:15]3[C:10](=[N:11][C:12]4[CH2:21][CH2:20][CH2:19][CH2:18][C:13]=4[N:14]=3)[NH:9][C:8]2=[O:22])=[CH:4][CH:3]=1.C([O-])([O-])=O.[K+].[K+].[CH2:31](I)[CH2:32][CH3:33]. (2) Given the product [Br:1][C:2]1[CH:10]=[CH:9][C:5]([C:6]2[S:16][C:14]([NH2:15])=[N:12][N:13]=2)=[C:4]([Cl:11])[CH:3]=1, predict the reactants needed to synthesize it. The reactants are: [Br:1][C:2]1[CH:10]=[CH:9][C:5]([C:6](O)=O)=[C:4]([Cl:11])[CH:3]=1.[NH:12]([C:14](=[S:16])[NH2:15])[NH2:13].P(Cl)(Cl)(Cl)=O. (3) Given the product [Si:15]([O:16][CH2:17][CH2:18][CH:19]=[CH:35][C:33]([O:32][CH2:30][CH3:31])=[O:34])([C:11]([CH3:14])([CH3:13])[CH3:12])([CH3:22])[CH3:21], predict the reactants needed to synthesize it. The reactants are: CS(C)=O.C(Cl)(=O)C(Cl)=O.[C:11]([Si:15]([CH3:22])([CH3:21])[O:16][CH2:17][CH2:18][CH2:19]O)([CH3:14])([CH3:13])[CH3:12].C(N(CC)CC)C.[CH2:30]([O:32][C:33]([CH:35]=P(C1C=CC=CC=1)(C1C=CC=CC=1)C1C=CC=CC=1)=[O:34])[CH3:31]. (4) Given the product [CH3:11][C:9]1([CH3:10])[O:12][C:14](=[O:15])[NH:1][C:2]2[C:7]([CH3:8])=[CH:6][CH:5]=[CH:4][C:3]1=2, predict the reactants needed to synthesize it. The reactants are: [NH2:1][C:2]1[C:7]([CH3:8])=[CH:6][CH:5]=[CH:4][C:3]=1[C:9]([OH:12])([CH3:11])[CH3:10].N[C:14](N)=[O:15].